From a dataset of NCI-60 drug combinations with 297,098 pairs across 59 cell lines. Regression. Given two drug SMILES strings and cell line genomic features, predict the synergy score measuring deviation from expected non-interaction effect. (1) Drug 1: CC=C1C(=O)NC(C(=O)OC2CC(=O)NC(C(=O)NC(CSSCCC=C2)C(=O)N1)C(C)C)C(C)C. Drug 2: CC1CCCC2(C(O2)CC(NC(=O)CC(C(C(=O)C(C1O)C)(C)C)O)C(=CC3=CSC(=N3)C)C)C. Cell line: BT-549. Synergy scores: CSS=61.6, Synergy_ZIP=1.89, Synergy_Bliss=1.60, Synergy_Loewe=1.88, Synergy_HSA=5.42. (2) Synergy scores: CSS=1.81, Synergy_ZIP=-19.7, Synergy_Bliss=-45.9, Synergy_Loewe=-71.1, Synergy_HSA=-45.5. Drug 1: CC1=C(C(=O)C2=C(C1=O)N3CC4C(C3(C2COC(=O)N)OC)N4)N. Drug 2: CCC1(C2=C(COC1=O)C(=O)N3CC4=CC5=C(C=CC(=C5CN(C)C)O)N=C4C3=C2)O.Cl. Cell line: UACC62. (3) Drug 1: CNC(=O)C1=CC=CC=C1SC2=CC3=C(C=C2)C(=NN3)C=CC4=CC=CC=N4. Synergy scores: CSS=16.9, Synergy_ZIP=-4.37, Synergy_Bliss=-0.534, Synergy_Loewe=-7.87, Synergy_HSA=-2.59. Cell line: NCI-H226. Drug 2: CC1C(C(CC(O1)OC2CC(CC3=C2C(=C4C(=C3O)C(=O)C5=C(C4=O)C(=CC=C5)OC)O)(C(=O)C)O)N)O.Cl. (4) Cell line: SK-MEL-28. Drug 1: CC1=C2C(C(=O)C3(C(CC4C(C3C(C(C2(C)C)(CC1OC(=O)C(C(C5=CC=CC=C5)NC(=O)OC(C)(C)C)O)O)OC(=O)C6=CC=CC=C6)(CO4)OC(=O)C)OC)C)OC. Drug 2: COC1=C2C(=CC3=C1OC=C3)C=CC(=O)O2. Synergy scores: CSS=31.7, Synergy_ZIP=6.88, Synergy_Bliss=6.76, Synergy_Loewe=-11.2, Synergy_HSA=4.70. (5) Drug 1: CC1C(C(=O)NC(C(=O)N2CCCC2C(=O)N(CC(=O)N(C(C(=O)O1)C(C)C)C)C)C(C)C)NC(=O)C3=C4C(=C(C=C3)C)OC5=C(C(=O)C(=C(C5=N4)C(=O)NC6C(OC(=O)C(N(C(=O)CN(C(=O)C7CCCN7C(=O)C(NC6=O)C(C)C)C)C)C(C)C)C)N)C. Drug 2: N.N.Cl[Pt+2]Cl. Cell line: EKVX. Synergy scores: CSS=3.67, Synergy_ZIP=-1.73, Synergy_Bliss=1.89, Synergy_Loewe=-3.82, Synergy_HSA=-1.22. (6) Drug 1: CC1=C(C=C(C=C1)NC2=NC=CC(=N2)N(C)C3=CC4=NN(C(=C4C=C3)C)C)S(=O)(=O)N.Cl. Drug 2: CN(CCCl)CCCl.Cl. Cell line: NCIH23. Synergy scores: CSS=16.3, Synergy_ZIP=-4.70, Synergy_Bliss=1.93, Synergy_Loewe=2.74, Synergy_HSA=2.13. (7) Drug 1: CNC(=O)C1=NC=CC(=C1)OC2=CC=C(C=C2)NC(=O)NC3=CC(=C(C=C3)Cl)C(F)(F)F. Drug 2: C(CCl)NC(=O)N(CCCl)N=O. Cell line: 786-0. Synergy scores: CSS=10.00, Synergy_ZIP=-1.30, Synergy_Bliss=1.44, Synergy_Loewe=-2.72, Synergy_HSA=0.0612. (8) Drug 1: CS(=O)(=O)OCCCCOS(=O)(=O)C. Drug 2: CN(C(=O)NC(C=O)C(C(C(CO)O)O)O)N=O. Cell line: HCT-15. Synergy scores: CSS=8.47, Synergy_ZIP=-6.08, Synergy_Bliss=-17.3, Synergy_Loewe=-10.1, Synergy_HSA=-13.5.